Dataset: Experimentally validated miRNA-target interactions with 360,000+ pairs, plus equal number of negative samples. Task: Binary Classification. Given a miRNA mature sequence and a target amino acid sequence, predict their likelihood of interaction. (1) The miRNA is hsa-miR-548ax with sequence AGAAGUAAUUGCGGUUUUGCCA. The protein sequence of the target gene is MGKEQELLEAARTGHLPAVEKLLSGKRLSSGFGGGGGGSGSGGGSGGGGLGSSSHPLSSLLSMWRGPNVNCVDSTGYTPLHHAALNGHRDVVEVLLRNDALTNVADSKGCYPLHLAAWKGDAQIVRLLIQQGPSHTRVNEQNALEIRELKKYGPFDPYINAKNNDNETALHCAAQYGHTEVVKALLEELTDPTMRNNKFETPLDLAALYGRLEVVKLLLGAHPNLLSCSTRKHTPLHLAARNGHKAVVQVLLDAGMDSNYQTEMGSALHEAALFGKTDVVQILLAAGIDVNIKDNRGLTA.... Result: 0 (no interaction). (2) The miRNA is mmu-miR-30e-5p with sequence UGUAAACAUCCUUGACUGGAAG. The protein sequence of the target gene is MSEAGEATTGGTTLPQAAADAPAAAPPDPAPKSPAASGAPQAPAPAALLAGSPGGDAAPGPAPASSAPAGGEDAEKKVLATKVLGTVKWFNVRNGYGFINRNDTKEDVFVHQTAIKKNNPRKYLRSVGDGETVEFDVVEGEKGAEAANVTGPDGVPVEGSRYAADRRRYRRGYYGRRRGPPRNYAGEEEEEGSGSSEGFEPPAADGQFSGARNQLRRPQYRPPYRQRRFPPYHVGQTFDRRSRVFPHPNRMQAGEIGEMKDGVPEGTQLQAHRNPTYRPRFRRGPARPRPAPAIGEAEDK.... Result: 1 (interaction). (3) The miRNA is hsa-miR-548ah-5p with sequence AAAAGUGAUUGCAGUGUUUG. The protein sequence of the target gene is MSVQSSSGSLEGPPSWSRLSTSPTPGSAAAARSLLNHTPPSGRPREGAMDELHSLDPRRQELLEARFTGVATGSTGSTGSCSVGAKASTNNESSNHSFGSLGSLSDKESETPEKKQSESSRGRKRKAESQNESSQGKSIGGRGHKISDYFEYQGGNGSSPVRGIPPAIRSPQNSHSHSTPSSSVRPNSPSPTALAFGDHPVVQPKQLSFKITQTDLTMLKLAALESTKNQDLEKKEGRIDDLLRANCDLRRQIDDQQKLLEKYKERLNKCISMSKKLLIEKSTQEKLSSREKSMQDRLRL.... Result: 0 (no interaction). (4) The miRNA is hsa-miR-499a-3p with sequence AACAUCACAGCAAGUCUGUGCU. The protein sequence of the target gene is MPNIVLFSGSSHQDLSQRVADRLGLELGKVVTKKFSNQETSVEIGESVRGEDVYIIQSGCGEINDNLMELLIMINACKIASSSRVTAVIPCFPYARQDKKDKSRAPISAKLVANMLSVAGADHIITMDLHASQIQGFFDIPVDNLYAEPAVLQWIRENIAEWKNCIIVSPDAGGAKRVTSIADRLNVEFALIHKERKKANEVDRMVLVGDVKDRVAILVDDMADTCGTICHAADKLLSAGATKVYAILTHGIFSGPAISRINNAAFEAVVVTNTIPQEDKMKHCTKIQVIDISMILAEAI.... Result: 0 (no interaction). (5) The miRNA is mmu-miR-7a-1-3p with sequence CAACAAAUCACAGUCUGCCAUA. The protein sequence of the target gene is MTKESKDMDCYLRRLKQELMSMKEVGDGLQDQMNCMMGALQELKLLQVQTALEQLEISGGTPTFSCPESSQEQPECPRWQGSGGPAGPAAWTSSSQPSFDSSPKLPCRRSVCGKELAVLPKTQLPEEHQSCTQQGTEWVEPDDWTSTLMSRGRNRQPLVLGDNVFADLVGNWLDLPELEKGGEKGETGGSIEPKGEKGQSRELGRKFALTANIFRKFLRSVRPDRDRLLKEKPGWMTPMVSESRAGRSKKVKKRSLSKGSGRFPFSSTGEPRHIETPATSSPKALEPSCRGFDINTAVWV.... Result: 0 (no interaction). (6) The miRNA is hsa-miR-6769a-5p with sequence AGGUGGGUAUGGAGGAGCCCU. The protein sequence of the target gene is MDEEYDVIVLGTGLTECILSGIMSVNGKKVLHMDRNPYYGGESSSITPLEELYKRFQLLEGPPESMGRGRDWNVDLIPKFLMANGQLVKMLLYTEVTRYLDFKVVEGSFVYKGGKIYKVPSTETEALASNLMGMFEKRRFRKFLVFVANFDENDPKTFEGVDPQTTSMRDVYRKFDLGQDVIDFTGHALALYRTDDYLDQPCLETVNRIKLYSESLARYGKSPYLYPLYGLGELPQGFARLSAIYGGTYMLNKPVDDIIMENGKVVGVKSEGEVARCKQLICDPSYIPDRVRKAGQVIRI.... Result: 1 (interaction). (7) The miRNA is hsa-miR-6131 with sequence GGCUGGUCAGAUGGGAGUG. The protein sequence of the target gene is MVMACRVVNKRRHMGLQQLSSFAETGRTFLGPLKSSKFIIDEECHESVLISSTVRLLESLDLTSAVGQLLNEAVQAQNNTYRTGISTLLFLVGAWSSAVEECLHLGVPISIIVSVMSEGLNFCSEEVVSLHVPVHNIFDCMDSTKTFSQLETFSVSLCPFLQVPSDTDLIEELHGLKDVASQTLTISNLSGRPLKSYELFKPQTKVEADNNTSRTLKNSLLADTCCRQSILIHSRHFNRTDNTEGVSKPDGFQEHVTATHKTYRCNDLVELAVGLSHGDHSSMKLVEEAVQLQYQNACVQ.... Result: 0 (no interaction).